Task: Regression/Classification. Given a drug SMILES string, predict its absorption, distribution, metabolism, or excretion properties. Task type varies by dataset: regression for continuous measurements (e.g., permeability, clearance, half-life) or binary classification for categorical outcomes (e.g., BBB penetration, CYP inhibition). Dataset: cyp2c19_veith.. Dataset: CYP2C19 inhibition data for predicting drug metabolism from PubChem BioAssay (1) The drug is O=C(Nc1ccc(S(=O)(=O)N2CCOCC2)cc1)c1ccc(CN2CCc3ccccc3C2)cc1. The result is 1 (inhibitor). (2) The compound is CC(=O)O[C@H](CC(=O)O)C[N+](C)(C)C. The result is 0 (non-inhibitor). (3) The result is 1 (inhibitor). The molecule is CCOc1cc(/C=C2/C(=O)N(c3ccccc3)N=C2C)ccc1OC(=O)c1cccs1. (4) The drug is Cn1c(CCNC(=O)c2ccccc2Cl)n[nH]c1=S. The result is 0 (non-inhibitor). (5) The drug is CSc1ccc(NC(=O)NCCN2CCc3ccccc3C2)cc1. The result is 1 (inhibitor).